Predict which catalyst facilitates the given reaction. From a dataset of Catalyst prediction with 721,799 reactions and 888 catalyst types from USPTO. Reactant: CC([N:5]([C@H:9]1[CH2:14][CH2:13][C@@H:12]([C:15]([NH:17][CH2:18][C:19]2[CH:24]=[CH:23][CH:22]=[CH:21][C:20]=2[C:25]([F:28])([F:27])[F:26])=[O:16])[CH2:11][CH2:10]1)C(=O)[O-])(C)C.FC(F)(F)C(O)=O. Product: [NH2:5][C@@H:9]1[CH2:10][CH2:11][C@H:12]([C:15]([NH:17][CH2:18][C:19]2[CH:24]=[CH:23][CH:22]=[CH:21][C:20]=2[C:25]([F:26])([F:27])[F:28])=[O:16])[CH2:13][CH2:14]1. The catalyst class is: 2.